This data is from Reaction yield outcomes from USPTO patents with 853,638 reactions. The task is: Predict the reaction yield, written as a fraction of the theoretical maximum amount of product (1.0 means a 100% yield; for example, 0.34 means a 34% yield). The reactants are [CH:1]1([N:4]2[C:8]3[CH:9]=[CH:10][CH:11]=[CH:12][C:7]=3[N:6]([CH2:13][CH2:14][CH2:15][N:16]3[CH2:47][CH2:46][C:19]4([N:23]([C:24]5[CH:29]=[CH:28][C:27]([F:30])=[CH:26][CH:25]=5)[CH2:22][N:21]([CH2:31][C:32]5[CH:44]=[CH:43][CH:42]=[CH:41][C:33]=5[C:34]([O:36]C(C)(C)C)=[O:35])[C:20]4=[O:45])[CH2:18][CH2:17]3)[C:5]2=[O:48])[CH2:3][CH2:2]1. The catalyst is Cl.O1CCOCC1. The product is [CH:1]1([N:4]2[C:8]3[CH:9]=[CH:10][CH:11]=[CH:12][C:7]=3[N:6]([CH2:13][CH2:14][CH2:15][N:16]3[CH2:47][CH2:46][C:19]4([N:23]([C:24]5[CH:29]=[CH:28][C:27]([F:30])=[CH:26][CH:25]=5)[CH2:22][N:21]([CH2:31][C:32]5[CH:44]=[CH:43][CH:42]=[CH:41][C:33]=5[C:34]([OH:36])=[O:35])[C:20]4=[O:45])[CH2:18][CH2:17]3)[C:5]2=[O:48])[CH2:2][CH2:3]1. The yield is 0.330.